The task is: Predict the product of the given reaction.. This data is from Forward reaction prediction with 1.9M reactions from USPTO patents (1976-2016). (1) Given the reactants [F:1][C:2]1[CH:7]=[CH:6][C:5](B(O)O)=[CH:4][C:3]=1[O:11][CH3:12].I[C:14]1[C:22]2[C:17](=[N:18][CH:19]=[N:20][C:21]=2[NH2:23])[N:16]([CH:24]([CH3:26])[CH3:25])[N:15]=1.C([O-])([O-])=O.[Na+].[Na+], predict the reaction product. The product is: [F:1][C:2]1[CH:7]=[CH:6][C:5]([C:14]2[C:22]3[C:17](=[N:18][CH:19]=[N:20][C:21]=3[NH2:23])[N:16]([CH:24]([CH3:26])[CH3:25])[N:15]=2)=[CH:4][C:3]=1[O:11][CH3:12]. (2) Given the reactants C1(C)C=CC=CC=1[C:7]1[CH:8]=[C:9]([N:14]=[C:15]=[O:16])[C:10](C)=[CH:11][CH:12]=1.[OH:18][C:19]1[CH:25]=[CH:24][C:23]([S:26][C:27]([F:30])([F:29])[F:28])=[CH:22][C:20]=1[NH2:21].[CH3:31]COC(C)=O, predict the reaction product. The product is: [OH:18][C:19]1[CH:25]=[CH:24][C:23]([S:26][C:27]([F:30])([F:28])[F:29])=[CH:22][C:20]=1[NH:21][C:15]([NH:14][C:9]1[CH:8]=[CH:7][C:12]([CH3:31])=[CH:11][CH:10]=1)=[O:16]. (3) The product is: [NH2:15][C:13]1[CH:12]=[C:11]([NH:18][C:19](=[O:21])[CH3:20])[CH:10]=[C:9]([C:6]2[CH:5]=[CH:4][C:3]([O:2][CH3:1])=[CH:8][CH:7]=2)[CH:14]=1. Given the reactants [CH3:1][O:2][C:3]1[CH:8]=[CH:7][C:6]([C:9]2[CH:14]=[C:13]([N+:15]([O-])=O)[CH:12]=[C:11]([NH:18][C:19](=[O:21])[CH3:20])[CH:10]=2)=[CH:5][CH:4]=1.[Cl-].[Ca+2].[Cl-], predict the reaction product. (4) Given the reactants OC(C(F)(F)F)=O.[CH3:8][N:9]1[CH:13]=[C:12]([N:14]2[C:26]3[C:25]4[CH:24]=[C:23]([C:27]5[CH:28]=[N:29][C:30]([O:36][CH3:37])=[C:31]([CH:35]=5)[C:32](O)=[O:33])[CH:22]=[CH:21][C:20]=4[N:19]=[CH:18][C:17]=3[N:16]([CH3:38])[C:15]2=[O:39])[C:11]([CH3:40])=[N:10]1.[Cl-].[CH3:42][NH2:43].C(O)C, predict the reaction product. The product is: [CH3:8][N:9]1[CH:13]=[C:12]([N:14]2[C:26]3[C:25]4[CH:24]=[C:23]([C:27]5[CH:28]=[N:29][C:30]([O:36][CH3:37])=[C:31]([CH:35]=5)[C:32]([NH:43][CH3:42])=[O:33])[CH:22]=[CH:21][C:20]=4[N:19]=[CH:18][C:17]=3[N:16]([CH3:38])[C:15]2=[O:39])[C:11]([CH3:40])=[N:10]1.